This data is from Forward reaction prediction with 1.9M reactions from USPTO patents (1976-2016). The task is: Predict the product of the given reaction. (1) Given the reactants [NH2:1][S:2](Cl)(=[O:4])=[O:3].CC(N(C)C)=O.[N:12]1([CH2:17][C:18]2[CH:23]=[C:22]([C:24]3[CH:29]=[CH:28][C:27]([OH:30])=[CH:26][CH:25]=3)[C:21]([C:31]#[N:32])=[CH:20][CH:19]=2)[CH:16]=[N:15][CH:14]=[N:13]1, predict the reaction product. The product is: [S:2](=[O:4])(=[O:3])([O:30][C:27]1[CH:28]=[CH:29][C:24]([C:22]2[CH:23]=[C:18]([CH2:17][N:12]3[CH:16]=[N:15][CH:14]=[N:13]3)[CH:19]=[CH:20][C:21]=2[C:31]#[N:32])=[CH:25][CH:26]=1)[NH2:1]. (2) Given the reactants [CH3:1][O:2][C:3]1[C:12]2[C:7](=[CH:8][CH:9]=[CH:10][CH:11]=2)[CH:6]=[CH:5][C:4]=1/[CH:13]=[CH:14]/[C:15]1[CH:16]=[C:17]([CH2:21][CH2:22][CH2:23][N:24]2C(=O)C3C(=CC=CC=3)C2=O)[CH:18]=[CH:19][CH:20]=1, predict the reaction product. The product is: [CH3:1][O:2][C:3]1[C:12]2[C:7](=[CH:8][CH:9]=[CH:10][CH:11]=2)[CH:6]=[CH:5][C:4]=1/[CH:13]=[CH:14]/[C:15]1[CH:16]=[C:17]([CH2:21][CH2:22][CH2:23][NH2:24])[CH:18]=[CH:19][CH:20]=1. (3) Given the reactants [OH:1][CH:2]1[CH:6]2[O:7][C:8](=[O:18])[CH:9]3[CH:10]([C:11]([O:13][C:14]([CH3:17])([CH3:16])[CH3:15])=[O:12])[CH:3]1[CH2:4][CH:5]23.[Cl:19][CH2:20][C:21](Cl)=[O:22].N1C=CC=CC=1.O, predict the reaction product. The product is: [Cl:19][CH2:20][C:21]([O:1][CH:2]1[CH:6]2[O:7][C:8](=[O:18])[CH:9]3[CH:10]([C:11]([O:13][C:14]([CH3:15])([CH3:17])[CH3:16])=[O:12])[CH:3]1[CH2:4][CH:5]23)=[O:22]. (4) Given the reactants [C:1]([CH:4]([CH2:28][CH2:29][CH2:30][CH:31]1[CH2:36][CH2:35][CH2:34][CH2:33][CH2:32]1)[C:5]([NH:7][CH:8]([C:10]1[C:11](=[O:27])[NH:12][C:13]([CH2:16][C:17]2[CH:22]=[CH:21][C:20]([O:23][CH3:24])=[C:19]([O:25][CH3:26])[CH:18]=2)=[N:14][N:15]=1)[CH3:9])=O)(=[O:3])[CH3:2].P(Cl)(Cl)(Cl)=O, predict the reaction product. The product is: [C:1]([CH:4]([C:5]1[N:15]2[C:10]([C:11](=[O:27])[NH:12][C:13]([CH2:16][C:17]3[CH:22]=[CH:21][C:20]([O:23][CH3:24])=[C:19]([O:25][CH3:26])[CH:18]=3)=[N:14]2)=[C:8]([CH3:9])[N:7]=1)[CH2:28][CH2:29][CH2:30][CH:31]1[CH2:36][CH2:35][CH2:34][CH2:33][CH2:32]1)(=[O:3])[CH3:2]. (5) Given the reactants F[C:2]1[CH:7]=[CH:6][C:5]([S:8]([CH3:11])(=[O:10])=[O:9])=[CH:4][C:3]=1[F:12].[Cl:13][C:14]1[C:22]2[N:21]=[C:20]([CH3:23])[N:19]([C:24]3[CH:25]=[C:26]([OH:30])[CH:27]=[CH:28][CH:29]=3)[C:18]=2[CH:17]=[CH:16][CH:15]=1, predict the reaction product. The product is: [Cl:13][C:14]1[C:22]2[N:21]=[C:20]([CH3:23])[N:19]([C:24]3[CH:29]=[CH:28][CH:27]=[C:26]([O:30][C:2]4[CH:7]=[CH:6][C:5]([S:8]([CH3:11])(=[O:10])=[O:9])=[CH:4][C:3]=4[F:12])[CH:25]=3)[C:18]=2[CH:17]=[CH:16][CH:15]=1. (6) The product is: [OH:11][C:3]1[CH:4]=[CH:5][C:6]([N+:8]([O-:10])=[O:9])=[CH:7][C:2]=1[NH:1][C:15](=[O:16])[CH2:12][CH2:13][CH3:14]. Given the reactants [NH2:1][C:2]1[CH:7]=[C:6]([N+:8]([O-:10])=[O:9])[CH:5]=[CH:4][C:3]=1[OH:11].[CH2:12]([C:15](Cl)=[O:16])[CH2:13][CH3:14].N1C=CC=CC=1, predict the reaction product. (7) Given the reactants [F:1][C:2]([F:7])([F:6])[C:3]([OH:5])=[O:4].[CH2:8]([N:10]([CH2:12][C:13]1[S:17][CH:16]=[C:15]([C:18]2[CH:19]=[C:20]3[C:24](=[C:25]([C:27]([NH2:29])=[O:28])[CH:26]=2)[NH:23][CH:22]=[C:21]3[CH:30]2[CH2:35][CH2:34][N:33]([S:36]([CH2:39][CH3:40])(=[O:38])=[O:37])[CH2:32][CH2:31]2)[CH:14]=1)[CH3:11])[CH3:9].[CH3:41][NH:42][CH2:43][CH3:44], predict the reaction product. The product is: [F:1][C:2]([F:7])([F:6])[C:3]([OH:5])=[O:4].[CH2:39]([S:36]([N:33]1[CH2:34][CH2:35][CH:30]([C:21]2[C:20]3[C:24](=[C:25]([C:27]([NH2:29])=[O:28])[CH:26]=[C:18]([C:15]4[CH:14]=[C:13]([CH2:12][N:10]([CH3:11])[CH2:8][C:9]5[CH:41]=[N:42][CH:43]=[CH:44][CH:2]=5)[S:17][CH:16]=4)[CH:19]=3)[NH:23][CH:22]=2)[CH2:31][CH2:32]1)(=[O:37])=[O:38])[CH3:40].